Dataset: Full USPTO retrosynthesis dataset with 1.9M reactions from patents (1976-2016). Task: Predict the reactants needed to synthesize the given product. (1) Given the product [Cl:25][CH2:16][C:9]1[C:8]([CH2:1][C:2]2[CH:7]=[CH:6][CH:5]=[CH:4][CH:3]=2)=[C:13]([O:14][CH3:15])[CH:12]=[CH:11][CH:10]=1, predict the reactants needed to synthesize it. The reactants are: [CH2:1]([C:8]1[C:13]([O:14][CH3:15])=[CH:12][CH:11]=[CH:10][C:9]=1[CH2:16]O)[C:2]1[CH:7]=[CH:6][CH:5]=[CH:4][CH:3]=1.C(=O)([O-])[O-].[Ba+2].S(Cl)([Cl:25])=O. (2) Given the product [Cl:22][C:16]1[CH:17]=[CH:18][C:19]([N:27]2[CH2:28][CH2:29][O:25][C:26]2=[O:30])=[CH:20][C:15]=1[CH:10]1[CH2:9][C:8]([CH3:24])([CH3:23])[C:7]2[C:12](=[CH:13][CH:14]=[C:5]([C:3]([OH:2])=[O:4])[CH:6]=2)[NH:11]1, predict the reactants needed to synthesize it. The reactants are: C[O:2][C:3]([C:5]1[CH:6]=[C:7]2[C:12](=[CH:13][CH:14]=1)[NH:11][CH:10]([C:15]1[CH:20]=[C:19](Br)[CH:18]=[CH:17][C:16]=1[Cl:22])[CH2:9][C:8]2([CH3:24])[CH3:23])=[O:4].[O:25]1[CH2:29][CH2:28][NH:27][C:26]1=[O:30].CNCCNC.C(=O)([O-])[O-].[K+].[K+]. (3) Given the product [F:11][C:10]([F:13])([F:12])[C:8]1[CH:9]=[C:4]2[N:3]=[C:2]([N:26]3[CH2:27][CH2:28][N:23]([C:18]4[C:17]([C:16]([F:30])([F:15])[F:29])=[CH:22][CH:21]=[CH:20][N:19]=4)[CH2:24][CH2:25]3)[NH:14][C:5]2=[N:6][CH:7]=1, predict the reactants needed to synthesize it. The reactants are: Cl[C:2]1[NH:3][C:4]2[C:5]([N:14]=1)=[N:6][CH:7]=[C:8]([C:10]([F:13])([F:12])[F:11])[CH:9]=2.[F:15][C:16]([F:30])([F:29])[C:17]1[C:18]([N:23]2[CH2:28][CH2:27][NH:26][CH2:25][CH2:24]2)=[N:19][CH:20]=[CH:21][CH:22]=1.C(N(CC)CC)C.